This data is from Peptide-MHC class I binding affinity with 185,985 pairs from IEDB/IMGT. The task is: Regression. Given a peptide amino acid sequence and an MHC pseudo amino acid sequence, predict their binding affinity value. This is MHC class I binding data. (1) The peptide sequence is GPASLPTAL. The MHC is BoLA-AW10 with pseudo-sequence BoLA-AW10. The binding affinity (normalized) is 0.262. (2) The peptide sequence is EHVQGDIDL. The MHC is HLA-B58:01 with pseudo-sequence HLA-B58:01. The binding affinity (normalized) is 0.0847.